Dataset: Full USPTO retrosynthesis dataset with 1.9M reactions from patents (1976-2016). Task: Predict the reactants needed to synthesize the given product. (1) The reactants are: C(O[C:6]([N:8]1[CH2:12][C:11](=[CH:13][C:14]#[N:15])[CH2:10][C@H:9]1[C:16](O)=O)=[O:7])(C)(C)C.[C:19]([C:21]1[CH:29]=[CH:28][C:24](C(Cl)=O)=[CH:23][CH:22]=1)#[N:20].[C:30]1([NH2:37])[C:31]([NH2:36])=[CH:32][CH:33]=[CH:34][CH:35]=1. Given the product [NH:36]1[C:31]2[CH:32]=[CH:33][CH:34]=[CH:35][C:30]=2[N:37]=[C:16]1[C@@H:9]1[CH2:10][C:11](=[CH:13][C:14]#[N:15])[CH2:12][N:8]1[C:6]([C:24]1[CH:23]=[CH:22][C:21]([C:19]#[N:20])=[CH:29][CH:28]=1)=[O:7], predict the reactants needed to synthesize it. (2) Given the product [F:13][C:12]([F:14])([F:15])[C:11]([N:1]1[C:10]2[C:5](=[CH:6][C:7]([S:17]([Cl:21])(=[O:19])=[O:18])=[CH:8][CH:9]=2)[CH2:4][CH2:3][CH2:2]1)=[O:16], predict the reactants needed to synthesize it. The reactants are: [N:1]1([C:11](=[O:16])[C:12]([F:15])([F:14])[F:13])[C:10]2[C:5](=[CH:6][CH:7]=[CH:8][CH:9]=2)[CH2:4][CH2:3][CH2:2]1.[S:17]([Cl:21])(=O)(=[O:19])[OH:18]. (3) Given the product [OH:1][C:2]1[C:7]([C:8]([NH:47][CH:48]([C:63]2[CH:64]=[CH:65][CH:66]=[CH:67][CH:68]=2)[C:49]2[CH:54]=[CH:53][C:52]([P:55](=[O:62])([O:56][CH2:57][CH3:58])[O:59][CH2:60][CH3:61])=[CH:51][CH:50]=2)=[O:10])=[CH:6][N:5]=[C:4]([N:11]2[CH:15]=[CH:14][CH:13]=[N:12]2)[N:3]=1, predict the reactants needed to synthesize it. The reactants are: [OH:1][C:2]1[C:7]([C:8]([OH:10])=O)=[CH:6][N:5]=[C:4]([N:11]2[CH:15]=[CH:14][CH:13]=[N:12]2)[N:3]=1.CN(C(ON1N=NC2C=CC=NC1=2)=[N+](C)C)C.F[P-](F)(F)(F)(F)F.CCN(CC)CC.[NH2:47][CH:48]([C:63]1[CH:68]=[CH:67][CH:66]=[CH:65][CH:64]=1)[C:49]1[CH:54]=[CH:53][C:52]([P:55](=[O:62])([O:59][CH2:60][CH3:61])[O:56][CH2:57][CH3:58])=[CH:51][CH:50]=1. (4) Given the product [CH3:28][N:29]([CH2:2][C:3]1[CH:4]=[C:5]([C:9]2[C:14]3[N:15]([C:18]4[CH:23]=[CH:22][CH:21]=[CH:20][CH:19]=4)[CH:16]=[N:17][C:13]=3[CH:12]=[C:11]([C:24]([F:27])([F:26])[F:25])[CH:10]=2)[CH:6]=[CH:7][CH:8]=1)[CH3:30], predict the reactants needed to synthesize it. The reactants are: Cl[CH2:2][C:3]1[CH:4]=[C:5]([C:9]2[C:14]3[N:15]([C:18]4[CH:23]=[CH:22][CH:21]=[CH:20][CH:19]=4)[CH:16]=[N:17][C:13]=3[CH:12]=[C:11]([C:24]([F:27])([F:26])[F:25])[CH:10]=2)[CH:6]=[CH:7][CH:8]=1.[CH3:28][NH:29][CH3:30]. (5) Given the product [Cl:1][C:2]1[CH:7]=[CH:6][N:5]=[C:4]([CH:8]([CH:12]2[CH2:13][CH2:14]2)[CH:9]=[O:10])[C:3]=1[O:15][CH3:16], predict the reactants needed to synthesize it. The reactants are: [Cl:1][C:2]1[CH:7]=[CH:6][N:5]=[C:4]([C:8]([CH:12]2[CH2:14][CH2:13]2)=[CH:9][O:10]C)[C:3]=1[O:15][CH3:16].S(=O)(=O)(O)O.C(=O)(O)[O-].[Na+]. (6) Given the product [Cl:51][C:52]1[CH:53]=[C:54]([CH2:59][N:60]2[CH:64]=[C:63]([NH:65][C:18]([C:13]3[CH:14]=[C:15]4[C:10](=[CH:11][CH:12]=3)[CH2:9][N:8]([C:6]([O:5][C:2]([CH3:4])([CH3:1])[CH3:3])=[O:7])[CH2:17][CH2:16]4)=[O:19])[CH:62]=[N:61]2)[CH:55]=[CH:56][C:57]=1[Cl:58], predict the reactants needed to synthesize it. The reactants are: [CH3:1][C:2]([O:5][C:6]([N:8]1[CH2:17][CH2:16][C:15]2[C:10](=[CH:11][CH:12]=[C:13]([C:18](O)=[O:19])[CH:14]=2)[CH2:9]1)=[O:7])([CH3:4])[CH3:3].Cl.CN(C)CCCN=C=NCC.O.ON1C2C=CC=CC=2N=N1.C(N(CC)CC)C.[Cl:51][C:52]1[CH:53]=[C:54]([CH2:59][N:60]2[CH:64]=[C:63]([NH2:65])[CH:62]=[N:61]2)[CH:55]=[CH:56][C:57]=1[Cl:58]. (7) Given the product [CH2:25]([C:22]1[CH:23]=[CH:24][C:19]([CH2:18][N:9]([C:7]([NH:6][CH2:5][C:4]([O:3][CH2:1][CH3:2])=[O:33])=[O:8])[NH2:10])=[CH:20][CH:21]=1)[CH2:26][CH2:27][CH2:28][CH2:29][CH2:30][CH2:31][CH3:32], predict the reactants needed to synthesize it. The reactants are: [CH2:1]([O:3][C:4](=[O:33])[CH2:5][NH:6][C:7]([N:9]([CH2:18][C:19]1[CH:24]=[CH:23][C:22]([CH2:25][CH2:26][CH2:27][CH2:28][CH2:29][CH2:30][CH2:31][CH3:32])=[CH:21][CH:20]=1)[NH:10]C(OC(C)(C)C)=O)=[O:8])[CH3:2].C(C1C=CC(N(C)C(=O)OC(C)(C)C)=CC=1)CCCCCCC.